This data is from Full USPTO retrosynthesis dataset with 1.9M reactions from patents (1976-2016). The task is: Predict the reactants needed to synthesize the given product. (1) Given the product [CH2:19]1[C:27]2[C:22](=[CH:23][CH:24]=[CH:25][CH:26]=2)[CH2:21][N:20]1[C:2]([Cl:1])=[O:4], predict the reactants needed to synthesize it. The reactants are: [Cl:1][C:2](Cl)([O:4]C(=O)OC(Cl)(Cl)Cl)Cl.N1C=CC=CC=1.[CH2:19]1[C:27]2[C:22](=[CH:23][CH:24]=[CH:25][CH:26]=2)[CH2:21][NH:20]1. (2) Given the product [Cl:35][C:21]1[C:22]([NH:24][C:25]2[CH:34]=[CH:33][CH:32]=[CH:31][C:26]=2[C:27]([NH:29][CH3:30])=[O:28])=[N:23][C:18]([NH:16][C:9]2[CH:10]=[C:11]3[C:6](=[CH:7][CH:8]=2)[CH:5]2[CH2:15][CH2:14][CH:12]3[CH2:13][N:3]([CH2:1][CH3:2])[CH2:4]2)=[N:19][CH:20]=1, predict the reactants needed to synthesize it. The reactants are: [CH2:1]([N:3]1[CH2:13][CH:12]2[CH2:14][CH2:15][CH:5]([C:6]3[CH:7]=[CH:8][C:9]([NH2:16])=[CH:10][C:11]=32)[CH2:4]1)[CH3:2].Cl[C:18]1[N:23]=[C:22]([NH:24][C:25]2[CH:34]=[CH:33][CH:32]=[CH:31][C:26]=2[C:27]([NH:29][CH3:30])=[O:28])[C:21]([Cl:35])=[CH:20][N:19]=1.Cl.O1CCOCC1. (3) The reactants are: [CH3:1][O:2][C:3]1[N:8]=[C:7]([CH2:9][C:10]([O:12]C(C)(C)C)=[O:11])[C:6]([N+:17]([O-:19])=[O:18])=[CH:5][C:4]=1[CH3:20]. Given the product [CH3:1][O:2][C:3]1[N:8]=[C:7]([CH2:9][C:10]([OH:12])=[O:11])[C:6]([N+:17]([O-:19])=[O:18])=[CH:5][C:4]=1[CH3:20], predict the reactants needed to synthesize it. (4) The reactants are: C[O:2][C:3]1[CH:12]=[C:11]2[C:6]([C:7](=[O:25])[C:8]([C:15]3[CH:24]=[CH:23][C:18]([C:19]([O:21]C)=[O:20])=[CH:17][CH:16]=3)=[C:9]([S:13][CH3:14])[O:10]2)=[CH:5][CH:4]=1.B(Br)(Br)Br. Given the product [OH:2][C:3]1[CH:12]=[C:11]2[C:6]([C:7](=[O:25])[C:8]([C:15]3[CH:24]=[CH:23][C:18]([C:19]([OH:21])=[O:20])=[CH:17][CH:16]=3)=[C:9]([S:13][CH3:14])[O:10]2)=[CH:5][CH:4]=1, predict the reactants needed to synthesize it. (5) Given the product [CH2:13]([C:17]1[N:18]([CH2:32][C:33]2[CH:34]=[CH:35][C:36]([C:39]3[CH:44]=[CH:43][CH:42]=[CH:41][C:40]=3[C:45]3[NH:3][C:4](=[O:7])[O:5][N:46]=3)=[CH:37][CH:38]=2)[C:19](=[O:31])[C:20]([CH2:24][CH:25]([OH:30])[C:26]([CH3:28])([CH3:29])[CH3:27])=[C:21]([CH3:23])[N:22]=1)[CH2:14][CH2:15][CH3:16], predict the reactants needed to synthesize it. The reactants are: [Cl-].O[NH3+:3].[C:4](=[O:7])([O-])[OH:5].[Na+].CS(C)=O.[CH2:13]([C:17]1[N:18]([CH2:32][C:33]2[CH:38]=[CH:37][C:36]([C:39]3[C:40]([C:45]#[N:46])=[CH:41][CH:42]=[CH:43][CH:44]=3)=[CH:35][CH:34]=2)[C:19](=[O:31])[C:20]([CH2:24][CH:25]([OH:30])[C:26]([CH3:29])([CH3:28])[CH3:27])=[C:21]([CH3:23])[N:22]=1)[CH2:14][CH2:15][CH3:16]. (6) Given the product [F:40][C:39]1[CH:38]=[CH:37][CH:36]=[C:34]2[C:33]=1[CH:32]=[C:31]([C:59]1[C:60]([N:62]([CH3:67])[S:63]([CH3:66])(=[O:65])=[O:64])=[CH:61][C:51]3[O:50][C:49]([C:46]4[CH:47]=[CH:48][C:43]([F:42])=[CH:44][CH:45]=4)=[C:53]([C:54]([NH:56][CH3:57])=[O:55])[C:52]=3[CH:58]=1)[NH:35]2, predict the reactants needed to synthesize it. The reactants are: COC1C=CC=C(OC)C=1C1C=CC=CC=1P(C1CCCCC1)C1CCCCC1.Br[C:31](Br)=[CH:32][C:33]1[C:39]([F:40])=[CH:38][CH:37]=[CH:36][C:34]=1[NH2:35].[F:42][C:43]1[CH:48]=[CH:47][C:46]([C:49]2[O:50][C:51]3[CH:61]=[C:60]([N:62]([CH3:67])[S:63]([CH3:66])(=[O:65])=[O:64])[C:59](B4OC(C)(C)C(C)(C)O4)=[CH:58][C:52]=3[C:53]=2[C:54]([NH:56][CH3:57])=[O:55])=[CH:45][CH:44]=1.[O-]P([O-])([O-])=O.[K+].[K+].[K+].